Task: Predict which catalyst facilitates the given reaction.. Dataset: Catalyst prediction with 721,799 reactions and 888 catalyst types from USPTO (1) Reactant: [Cl:1][C:2]1[CH:23]=[CH:22][CH:21]=[C:20]([C:24]([F:27])([F:26])[F:25])[C:3]=1[CH2:4][N:5]1[C:13]2[C:8](=[C:9]([F:18])[CH:10]=[C:11]([C:14]([O:16]C)=[O:15])[CH:12]=2)[C:7]([I:19])=[N:6]1.[OH-].[Na+]. Product: [Cl:1][C:2]1[CH:23]=[CH:22][CH:21]=[C:20]([C:24]([F:25])([F:26])[F:27])[C:3]=1[CH2:4][N:5]1[C:13]2[C:8](=[C:9]([F:18])[CH:10]=[C:11]([C:14]([OH:16])=[O:15])[CH:12]=2)[C:7]([I:19])=[N:6]1. The catalyst class is: 87. (2) Reactant: [H-].[H-].[H-].[H-].[Li+].[Al+3].CC1C=CC(S(O[CH2:18][C@@H:19]2[CH2:28][C:27]3[C:22](=[CH:23][CH:24]=[CH:25][CH:26]=3)[CH2:21][N:20]2[S:29]([C:32]2[CH:37]=[CH:36][C:35]([CH3:38])=[CH:34][CH:33]=2)(=[O:31])=[O:30])(=O)=O)=CC=1.[OH-].[Na+]. Product: [CH3:18][C@@H:19]1[CH2:28][C:27]2[C:22](=[CH:23][CH:24]=[CH:25][CH:26]=2)[CH2:21][N:20]1[S:29]([C:32]1[CH:33]=[CH:34][C:35]([CH3:38])=[CH:36][CH:37]=1)(=[O:31])=[O:30]. The catalyst class is: 282. (3) Reactant: Br[C:2]1[CH:7]=[CH:6][C:5]([C:8](=[O:12])[CH2:9][O:10][CH3:11])=[CH:4][CH:3]=1.[CH:13]1(B(O)O)[CH2:15][CH2:14]1.P([O-])([O-])([O-])=O.[K+].[K+].[K+]. Product: [CH:13]1([C:2]2[CH:7]=[CH:6][C:5]([C:8](=[O:12])[CH2:9][O:10][CH3:11])=[CH:4][CH:3]=2)[CH2:15][CH2:14]1. The catalyst class is: 149. (4) Reactant: [F:1][C:2]1[CH:7]=[CH:6][C:5]([CH2:8][CH2:9][NH2:10])=[CH:4][CH:3]=1.[C:11]([C:15]1[CH:22]=[CH:21][C:18]([CH:19]=O)=[C:17]([OH:23])[CH:16]=1)([CH3:14])([CH3:13])[CH3:12].[BH4-].[Na+]. Product: [C:11]([C:15]1[CH:22]=[CH:21][C:18]([CH2:19][NH:10][CH2:9][CH2:8][C:5]2[CH:6]=[CH:7][C:2]([F:1])=[CH:3][CH:4]=2)=[C:17]([OH:23])[CH:16]=1)([CH3:14])([CH3:13])[CH3:12]. The catalyst class is: 5.